This data is from NCI-60 drug combinations with 297,098 pairs across 59 cell lines. The task is: Regression. Given two drug SMILES strings and cell line genomic features, predict the synergy score measuring deviation from expected non-interaction effect. Drug 1: C1C(C(OC1N2C=C(C(=O)NC2=O)F)CO)O. Drug 2: COC1=C2C(=CC3=C1OC=C3)C=CC(=O)O2. Cell line: SF-539. Synergy scores: CSS=41.2, Synergy_ZIP=4.25, Synergy_Bliss=3.81, Synergy_Loewe=-63.5, Synergy_HSA=0.862.